This data is from Forward reaction prediction with 1.9M reactions from USPTO patents (1976-2016). The task is: Predict the product of the given reaction. Given the reactants Cl[C:2](Cl)=[CH:3][C:4]([C:6]1[C:7]([Cl:14])=[N:8][C:9]([CH3:13])=[CH:10][C:11]=1[Cl:12])=[O:5].[NH2:16][C:17]1[CH:22]=[CH:21][CH:20]=[CH:19][CH:18]=1, predict the reaction product. The product is: [NH:16]([C:2]([NH:16][C:17]1[CH:22]=[CH:21][CH:20]=[CH:19][CH:18]=1)=[CH:3][C:4]([C:6]1[C:7]([Cl:14])=[N:8][C:9]([CH3:13])=[CH:10][C:11]=1[Cl:12])=[O:5])[C:17]1[CH:22]=[CH:21][CH:20]=[CH:19][CH:18]=1.